This data is from Peptide-MHC class II binding affinity with 134,281 pairs from IEDB. The task is: Regression. Given a peptide amino acid sequence and an MHC pseudo amino acid sequence, predict their binding affinity value. This is MHC class II binding data. (1) The peptide sequence is TMAEVRLAAMFFCAVKK. The MHC is HLA-DQA10303-DQB10402 with pseudo-sequence HLA-DQA10303-DQB10402. The binding affinity (normalized) is 0. (2) The peptide sequence is SQAWQPGVAMPNLYK. The MHC is DRB1_0101 with pseudo-sequence DRB1_0101. The binding affinity (normalized) is 1.00. (3) The peptide sequence is HVQDCDESVLTRLEA. The MHC is HLA-DQA10601-DQB10402 with pseudo-sequence HLA-DQA10601-DQB10402. The binding affinity (normalized) is 0.180. (4) The peptide sequence is PTPVNIIGRNMLTQIGC. The MHC is HLA-DQA10501-DQB10301 with pseudo-sequence HLA-DQA10501-DQB10301. The binding affinity (normalized) is 0.163. (5) The peptide sequence is EITGIMKDFDEPGHL. The MHC is HLA-DPA10103-DPB10301 with pseudo-sequence HLA-DPA10103-DPB10301. The binding affinity (normalized) is 0.